From a dataset of Reaction yield outcomes from USPTO patents with 853,638 reactions. Predict the reaction yield, written as a fraction of the theoretical maximum amount of product (1.0 means a 100% yield; for example, 0.34 means a 34% yield). (1) The reactants are [NH:1]1[C:9]2[C:4](=[CH:5][CH:6]=[CH:7][CH:8]=2)[C:3]([CH2:10][CH2:11][C:12]([OH:14])=[O:13])=[CH:2]1.[H-].[Na+].Br[CH2:18][CH2:19][O:20][Si:21]([C:24]([CH3:27])([CH3:26])[CH3:25])([CH3:23])[CH3:22].S([O-])([O-])(=O)=O.[Na+].[Na+]. The catalyst is CN(C=O)C. The product is [Si:21]([O:20][CH2:19][CH2:18][N:1]1[C:9]2[C:4](=[CH:5][CH:6]=[CH:7][CH:8]=2)[C:3]([CH2:10][CH2:11][C:12]([OH:14])=[O:13])=[CH:2]1)([C:24]([CH3:27])([CH3:26])[CH3:25])([CH3:23])[CH3:22]. The yield is 0.430. (2) The reactants are [C:1]([O:5][C:6]([NH:8][C@@H:9]([CH2:13][C:14]1[CH:19]=[C:18]([F:20])[CH:17]=[C:16]([F:21])[CH:15]=1)[C:10]([OH:12])=[O:11])=[O:7])([CH3:4])([CH3:3])[CH3:2].[C:22](=O)([O-])[O-].[K+].[K+].S(OC)(OC)(=O)=O. The catalyst is C1COCC1. The product is [CH3:22][O:11][C:10](=[O:12])[C@@H:9]([NH:8][C:6]([O:5][C:1]([CH3:4])([CH3:2])[CH3:3])=[O:7])[CH2:13][C:14]1[CH:15]=[C:16]([F:21])[CH:17]=[C:18]([F:20])[CH:19]=1. The yield is 0.970. (3) The catalyst is C(Cl)Cl. The yield is 0.500. The reactants are [F:1][C:2]1[CH:7]=[CH:6][CH:5]=[C:4]([F:8])[C:3]=1[C:9]1[NH:10][C:11]([CH2:14][OH:15])=[CH:12][N:13]=1.C1C=C[NH+]=CC=1.[O-][Cr](Cl)(=O)=O.O. The product is [F:1][C:2]1[CH:7]=[CH:6][CH:5]=[C:4]([F:8])[C:3]=1[C:9]1[NH:10][C:11]([CH:14]=[O:15])=[CH:12][N:13]=1. (4) The reactants are Br[C:2]1[CH:7]=[CH:6][C:5]([S:8]([CH3:11])(=[O:10])=[O:9])=[C:4]([F:12])[CH:3]=1.ClCCl.[B:16]1([B:16]2[O:20][C:19]([CH3:22])([CH3:21])[C:18]([CH3:24])([CH3:23])[O:17]2)[O:20][C:19]([CH3:22])([CH3:21])[C:18]([CH3:24])([CH3:23])[O:17]1.C([O-])(=O)C.[K+]. The catalyst is C(OCC)(=O)C.CS(C)=O. The product is [F:12][C:4]1[CH:3]=[C:2]([B:16]2[O:20][C:19]([CH3:22])([CH3:21])[C:18]([CH3:24])([CH3:23])[O:17]2)[CH:7]=[CH:6][C:5]=1[S:8]([CH3:11])(=[O:10])=[O:9]. The yield is 0.800. (5) The yield is 0.880. The reactants are [OH:1][C:2]1[CH:10]=[CH:9][C:8]([N+:11]([O-:13])=[O:12])=[CH:7][C:3]=1[C:4]([OH:6])=[O:5].[CH3:14][C:15]([CH3:17])=O.FC(F)(F)C(OC(=O)C(F)(F)F)=O. The product is [CH3:14][C:15]1([CH3:17])[O:1][C:2]2[CH:10]=[CH:9][C:8]([N+:11]([O-:13])=[O:12])=[CH:7][C:3]=2[C:4](=[O:6])[O:5]1. The catalyst is C(O)(C(F)(F)F)=O.